From a dataset of Forward reaction prediction with 1.9M reactions from USPTO patents (1976-2016). Predict the product of the given reaction. (1) The product is: [CH3:15][O:13][C:12](=[O:14])[C@H:9]([CH2:10][OH:11])[NH:8][C:1]([O:3][C:4]([CH3:7])([CH3:6])[CH3:5])=[O:2]. Given the reactants [C:1]([NH:8][C@H:9]([C:12]([OH:14])=[O:13])[CH2:10][OH:11])([O:3][C:4]([CH3:7])([CH3:6])[CH3:5])=[O:2].[C:15]([O-])([O-])=O.[K+].[K+], predict the reaction product. (2) Given the reactants CN(C(/N=N/C(N(C)C)=O)=O)C.C(OC([N:20]1[CH2:25][CH2:24][N:23]([C:26]2[C:27]([O:32]CCO)=[N:28][CH:29]=[CH:30][N:31]=2)[CH2:22][CH2:21]1)=O)(C)(C)C.[C:36]1(P(C2C=CC=CC=2)C2C=CC=CC=2)C=CC=C[CH:37]=1.[F:55][C:56]1[CH:61]=[C:60]([F:62])[CH:59]=[CH:58][C:57]=1[OH:63], predict the reaction product. The product is: [F:55][C:56]1[CH:61]=[C:60]([F:62])[CH:59]=[CH:58][C:57]=1[O:63][CH2:36][CH2:37][N:28]1[CH:29]=[CH:30][N:31]=[C:26]([N:23]2[CH2:22][CH2:21][NH:20][CH2:25][CH2:24]2)[C:27]1=[O:32]. (3) Given the reactants [NH2:1][C:2]1[CH:7]=[CH:6][C:5]([CH:8]([CH2:17][CH:18]2[CH2:22][CH2:21][CH2:20][CH2:19]2)[C:9]([NH:11][C:12]2[S:13][CH:14]=[CH:15][N:16]=2)=[O:10])=[CH:4][CH:3]=1.[CH3:23][N:24]([CH3:29])[S:25](Cl)(=[O:27])=[O:26], predict the reaction product. The product is: [CH:18]1([CH2:17][CH:8]([C:5]2[CH:4]=[CH:3][C:2]([NH:1][S:25]([N:24]([CH3:29])[CH3:23])(=[O:27])=[O:26])=[CH:7][CH:6]=2)[C:9](=[O:10])[NH:11][C:12]2[S:13][CH:14]=[CH:15][N:16]=2)[CH2:22][CH2:21][CH2:20][CH2:19]1. (4) Given the reactants [H-].[Al+3].[Li+].[H-].[H-].[H-].[CH2:7]([S:14][C:15]1([CH2:25][N+:26]([O-])=O)[CH2:24][CH2:23][C:18]2([O:22][CH2:21][CH2:20][O:19]2)[CH2:17][CH2:16]1)[C:8]1[CH:13]=[CH:12][CH:11]=[CH:10][CH:9]=1.C(O)C.O, predict the reaction product. The product is: [CH2:7]([S:14][C:15]1([CH2:25][NH2:26])[CH2:24][CH2:23][C:18]2([O:19][CH2:20][CH2:21][O:22]2)[CH2:17][CH2:16]1)[C:8]1[CH:13]=[CH:12][CH:11]=[CH:10][CH:9]=1. (5) Given the reactants [CH3:1]/[C:2](/[CH2:15][CH2:16][CH:17]=[C:18]([CH3:20])[CH3:19])=[CH:3]/[CH2:4][O:5][CH2:6][C:7]1[CH:12]=[CH:11][C:10]([O:13][CH3:14])=[CH:9][CH:8]=1.[O:21]=[O+][O-].CSC, predict the reaction product. The product is: [CH3:14][O:13][C:10]1[CH:9]=[CH:8][C:7]([CH2:6][O:5][CH2:4]/[CH:3]=[C:2](/[CH3:1])\[CH2:15][CH2:16][CH:17]=[O:21])=[CH:12][CH:11]=1.[CH3:1]/[C:2](/[CH2:15][CH2:16][CH:17]=[C:18]([CH3:20])[CH3:19])=[CH:3]/[CH2:4][O:5][CH2:6][C:7]1[CH:12]=[CH:11][C:10]([O:13][CH3:14])=[CH:9][CH:8]=1. (6) Given the reactants [F:1][C:2]1[CH:7]=C[C:5]([OH:8])=[C:4]([CH3:9])[CH:3]=1.F[C:11](F)(F)[C:12]([OH:14])=O.C1N2CN3CN(C2)CN1C3.S(=O)(=O)(O)O, predict the reaction product. The product is: [F:1][C:2]1[CH:3]=[C:4]([CH3:9])[C:5]([OH:8])=[C:11]([CH:7]=1)[CH:12]=[O:14].